Dataset: hERG potassium channel inhibition data for cardiac toxicity prediction from Karim et al.. Task: Regression/Classification. Given a drug SMILES string, predict its toxicity properties. Task type varies by dataset: regression for continuous values (e.g., LD50, hERG inhibition percentage) or binary classification for toxic/non-toxic outcomes (e.g., AMES mutagenicity, cardiotoxicity, hepatotoxicity). Dataset: herg_karim. (1) The molecule is Cc1ncoc1-c1nnc(SCCCN2CC[C@]3(c4ccc(C(F)(F)F)cc4)C[C@@H]3C2)n1C. The result is 1 (blocker). (2) The molecule is CC(=O)N(C)C1CCC([C@H](C(=O)N(C)C)[C@H]([NH3+])C(=O)N2CC[C@H](F)C2)CC1. The result is 0 (non-blocker).